Dataset: Merck oncology drug combination screen with 23,052 pairs across 39 cell lines. Task: Regression. Given two drug SMILES strings and cell line genomic features, predict the synergy score measuring deviation from expected non-interaction effect. (1) Drug 1: CC1CC2C3CCC4=CC(=O)C=CC4(C)C3(F)C(O)CC2(C)C1(O)C(=O)CO. Drug 2: COC1=C2CC(C)CC(OC)C(O)C(C)C=C(C)C(OC(N)=O)C(OC)C=CC=C(C)C(=O)NC(=CC1=O)C2=O. Cell line: UWB1289BRCA1. Synergy scores: synergy=-2.28. (2) Drug 1: N#Cc1ccc(Cn2cncc2CN2CCN(c3cccc(Cl)c3)C(=O)C2)cc1. Drug 2: Nc1ccn(C2OC(CO)C(O)C2(F)F)c(=O)n1. Cell line: LNCAP. Synergy scores: synergy=1.99. (3) Drug 1: CCC1(O)C(=O)OCc2c1cc1n(c2=O)Cc2cc3c(CN(C)C)c(O)ccc3nc2-1. Drug 2: Cn1c(=O)n(-c2ccc(C(C)(C)C#N)cc2)c2c3cc(-c4cnc5ccccc5c4)ccc3ncc21. Cell line: SKOV3. Synergy scores: synergy=7.25. (4) Drug 1: CN(Cc1cnc2nc(N)nc(N)c2n1)c1ccc(C(=O)NC(CCC(=O)O)C(=O)O)cc1. Drug 2: C#Cc1cccc(Nc2ncnc3cc(OCCOC)c(OCCOC)cc23)c1. Cell line: OVCAR3. Synergy scores: synergy=-35.7.